Dataset: Forward reaction prediction with 1.9M reactions from USPTO patents (1976-2016). Task: Predict the product of the given reaction. (1) Given the reactants [Si:1]([O:18][CH2:19][C@H:20]1[O:27][CH:26]2[C@:22]([CH3:30])([O:23][C:24]([CH3:29])([CH3:28])[O:25]2)[C@@H:21]1O)([C:14]([CH3:17])([CH3:16])[CH3:15])([C:8]1[CH:13]=[CH:12][CH:11]=[CH:10][CH:9]=1)[C:2]1[CH:7]=[CH:6][CH:5]=[CH:4][CH:3]=1.C1(P(C2C=CC=CC=2)C2C=CC=CC=2)C=CC=CC=1.N1C=CN=C1.[I:56]I, predict the reaction product. The product is: [C:14]([Si:1]([O:18][CH2:19][C@H:20]1[O:27][CH:26]2[C@:22]([CH3:30])([O:23][C:24]([CH3:28])([CH3:29])[O:25]2)[C@H:21]1[I:56])([C:8]1[CH:13]=[CH:12][CH:11]=[CH:10][CH:9]=1)[C:2]1[CH:3]=[CH:4][CH:5]=[CH:6][CH:7]=1)([CH3:15])([CH3:16])[CH3:17]. (2) Given the reactants [OH:1][CH2:2][C:3]([NH:6][C:7]([C:9]1[C:10]2[CH2:11][C@H:12]3[CH2:24][C@H:13]3[C:14]=2[N:15]([C:17]2[CH:22]=[CH:21][C:20](Br)=[CH:19][N:18]=2)[N:16]=1)=[O:8])([CH3:5])[CH3:4].O1CCO[CH2:27][CH2:26]1.C([Zn]CC)C.CCCCCC, predict the reaction product. The product is: [OH:1][CH2:2][C:3]([NH:6][C:7]([C:9]1[C:10]2[CH2:11][C@H:12]3[CH2:24][C@H:13]3[C:14]=2[N:15]([C:17]2[CH:22]=[CH:21][C:20]([CH2:26][CH3:27])=[CH:19][N:18]=2)[N:16]=1)=[O:8])([CH3:5])[CH3:4]. (3) Given the reactants [CH2:5]([O:6][C:4](=[O:9])[CH:5]([O:9][CH2:10][CH3:11])[O:6][CH2:10][CH3:11])[CH3:4].[CH2:13]([SH:17])[CH2:14][CH2:15][SH:16].B(F)(F)F.CCOCC, predict the reaction product. The product is: [CH2:10]([O:9][C:5]([CH:4]1[S:17][CH2:13][CH2:14][CH2:15][S:16]1)=[O:6])[CH3:11]. (4) Given the reactants [C:1]([O:5][C:6](=[O:14])[NH:7][C@@H:8]1[CH2:12][CH2:11][C@H:10](N)[CH2:9]1)([CH3:4])([CH3:3])[CH3:2].C([N:17](CC)CC)C.[C:22](Cl)(=[O:25])[CH2:23][CH3:24], predict the reaction product. The product is: [C:1]([O:5][C:6](=[O:14])[NH:7][C@:8]1([NH2:17])[CH2:12][CH2:11][C@H:10]([C:22](=[O:25])[CH2:23][CH3:24])[CH2:9]1)([CH3:4])([CH3:3])[CH3:2]. (5) Given the reactants [CH3:1][O:2][C:3]1[CH:4]=[C:5]([CH2:11][C:12]#[N:13])[CH:6]=[CH:7][C:8]=1[O:9][CH3:10].[CH3:14][CH:15]([CH3:21])[C:16](OCC)=[O:17].[O-]CC.[Na+], predict the reaction product. The product is: [CH3:1][O:2][C:3]1[CH:4]=[C:5]([CH:11]([C:16](=[O:17])[CH:15]([CH3:21])[CH3:14])[C:12]#[N:13])[CH:6]=[CH:7][C:8]=1[O:9][CH3:10]. (6) Given the reactants [Cl:1][C:2]1[CH:3]=[C:4](B(O)O)[CH:5]=[C:6]([Cl:8])[CH:7]=1.C(=O)([O-])[O-].[K+].[K+].Br[C:19]([C:21]([F:24])([F:23])[F:22])=[CH2:20].COC(C)(C)C, predict the reaction product. The product is: [Cl:1][C:2]1[CH:3]=[C:4]([C:19]([C:21]([F:24])([F:23])[F:22])=[CH2:20])[CH:5]=[C:6]([Cl:8])[CH:7]=1. (7) Given the reactants [OH:1][CH2:2][CH2:3][CH2:4][CH2:5][CH2:6][NH:7][S:8]([C:11]1[CH:16]=[CH:15][C:14](Br)=[CH:13][CH:12]=1)(=[O:10])=[O:9].[C:18]([C:20]1[CH:25]=[CH:24][C:23](B(O)O)=[CH:22][CH:21]=1)#[N:19], predict the reaction product. The product is: [OH:1][CH2:2][CH2:3][CH2:4][CH2:5][CH2:6][NH:7][S:8]([C:11]1[CH:16]=[CH:15][C:14]([C:23]2[CH:24]=[CH:25][C:20]([C:18]#[N:19])=[CH:21][CH:22]=2)=[CH:13][CH:12]=1)(=[O:10])=[O:9].